From a dataset of Reaction yield outcomes from USPTO patents with 853,638 reactions. Predict the reaction yield, written as a fraction of the theoretical maximum amount of product (1.0 means a 100% yield; for example, 0.34 means a 34% yield). The reactants are [F:1][C:2]([F:20])([F:19])[C:3]([N:5]1[CH2:11][CH2:10][C:9]2[CH:12]=[C:13]([N+:16]([O-])=O)[CH:14]=[CH:15][C:8]=2[CH2:7][CH2:6]1)=[O:4]. The catalyst is CO.[Pd]. The product is [NH2:16][C:13]1[CH:14]=[CH:15][C:8]2[CH2:7][CH2:6][N:5]([C:3](=[O:4])[C:2]([F:20])([F:1])[F:19])[CH2:11][CH2:10][C:9]=2[CH:12]=1. The yield is 0.950.